Task: Regression/Classification. Given a drug SMILES string, predict its absorption, distribution, metabolism, or excretion properties. Task type varies by dataset: regression for continuous measurements (e.g., permeability, clearance, half-life) or binary classification for categorical outcomes (e.g., BBB penetration, CYP inhibition). Dataset: rlm.. Dataset: Rat liver microsome stability data The molecule is S=C(NCCCc1c[nH]cn1)NCCCN(Cc1ccc(Cl)c(Cl)c1)c1ccc(Br)cn1. The result is 0 (unstable in rat liver microsomes).